Binary Classification. Given two protein amino acid sequences, predict whether they physically interact or not. From a dataset of Human Reference Interactome with 51,813 positive PPI pairs across 8,248 proteins, plus equal number of experimentally-validated negative pairs. (1) Protein 1 (ENSG00000010810) has sequence MGCVQCKDKEATKLTEERDGSLNQSSGYRYGTDPTPQHYPSFGVTSIPNYNNFHAAGGQGLTVFGGVNSSSHTGTLRTRGGTGVTLFVALYDYEARTEDDLSFHKGEKFQILNSSEGDWWEARSLTTGETGYIPSNYVAPVDSIQAEEWYFGKLGRKDAERQLLSFGNPRGTFLIRESETTKGAYSLSIRDWDDMKGDHVKHYKIRKLDNGGYYITTRAQFETLQQLVQHYSGTWNGNTKVAIKTLKPGTMSPESFLEEAQIMKKLKHDKLVQLYAVVSEEPIYIVTEYMNKGSLLDFLK.... Protein 2 (ENSG00000156735) has sequence MSALRRSGYGPSDGPSYGRYYGPGGGDVPVHPPPPLYPLRPEPPQPPISWRVRGGGPAETTWLGEGGGGDGYYPSGGAWPEPGRAGGSHQEQPPYPSYNSNYWNSTARSRAPYPSTYPVRPELQGQSLNSYTNGAYGPTYPPGPGANTASYSGAYYAPGYTQTSYSTEVPSTYRSSGNSPTPVSRWIYPQQDCQTEAPPLRGQVPGYPPSQNPGMTLPHYPYGDGNRSVPQSGPTVRPQEDAWASPGAYGMGGRYPWPSSAPSAPPGNLYMTESTSPWPSSGSPQSPPSPPVQQPKDSSY.... Result: 1 (the proteins interact). (2) Protein 1 (ENSG00000198939) has sequence MEREGIWHSTLGETWEPNNWLEGQQDSHLSQVGVTHKETFTEMRVCGGNEFERCSSQDSILDTQQSIPMVKRPHNCNSHGEDATQNSELIKTQRMFVGKKIYECNQCSKTFSQSSSLLKHQRIHTGEKPYKCNVCGKHFIERSSLTVHQRIHTGEKPYKCNECGKAFSQSMNLTVHQRTHTGEKPYQCKECGKAFHKNSSLIQHERIHTGEKPYKCNECGKAFTQSMNLTVHQRTHTGEKPYECNECGKAFSQSMHLIVHQRSHTGEKPYECSQCGKAFSKSSTLTLHQRNHTGEKPYKC.... Protein 2 (ENSG00000150459) has sequence MLAAGVGGQGERLAGRRRKMAVESRVTQEEIKKEPEKPIDREKTCPLLLRVFTTNNGRHHRMDEFSRGNVPSSELQIYTWMDATLKELTSLVKEVYPEARKKGTHFNFAIVFTDVKRPGYRVKEIGSTMSGRKGTDDSMTLQSQKFQIGDYLDIAITPPNRAPPPSGRMRPY*TCPLLLRVFTTNNGRHHRMDEFSRGNVPSSELQIYTWMDATLKELTSLVKEVYPEARKKGTHFNFAIVFTDVKRPGYR*MSSGFAAGVFNFCPSVFSLPQTCPLLLRVFTTNNGRHHRMDEFSRGNV.... Result: 0 (the proteins do not interact). (3) Protein 1 (ENSG00000023734) has sequence MAMRQTPLTCSGHTRPVVDLAFSGITPYGYFLISACKGAGQHLPRLSGQHDGKPMLRQGDTGDWIGTFLGHKGAVWGATLNKDATKAATAAADFTAKVWDAVSGDELMTLAHKHIVKTVDFTQDSNYLLTGGQDKLLRIYDLNKPEAEPKEISGHTSGIKKALWCSEDKQILSADDKTVRLWDHATMTEVKSLNFNMSVSSMEYIPEGEILVITYGRSIAFHSAVSLDPIKSFEAPATINSASLHPEKEFLVAGGEDFKLYKYDYNSGEELESYKGHFGPIHCVRFSPDGELYASGSEDG.... Protein 2 (ENSG00000106367) has sequence MMRFMLLFSRQGKLRLQKWYLATSDKERKKMVRELMQVVLARKPKMCSFLEWRDLKVVYKRYASLYFCCAIEGQDNELITLELIHRYVELLDKYFGSVCELDIIFNFEKAYFILDEFLMGGDVQDTSKKSVLKAIEQADLLQEEDESPRSVLEEMGLA*XAKREGRGKRGAWAAPAGVLGGRPRGEPPCLPSGPQRPPLPRRMRFMLLFSRQGKLRLQKWYLATSDKERKKMVRELMQVVLARKPKMCSFLEWRDLKVVYKRYASLYFCCAIEGQDNELITLELIHRYVELLDKYFGSVC.... Result: 0 (the proteins do not interact). (4) Protein 1 (ENSG00000084676) has sequence MSGLGDSSSDPANPDSHKRKGSPCDTLASSTEKRRREQENKYLEELAELLSANISDIDSLSVKPDKCKILKKTVDQIQLMKRMEQEKSTTDDDVQKSDISSSSQGVIEKESLGPLLLEALDGFFFVVNCEGRIVFVSENVTSYLGYNQEELMNTSVYSILHVGDHAEFVKNLLPKSLVNGVPWPQEATRRNSHTFNCRMLIHPPDEPGTENQEACQRYEVMQCFTVSQPKSIQEDGEDFQSCLICIARRLPRPPAITGVESFMTKQDTTGKIISIDTSSLRAAGRTGWEDLVRKCIYAFF.... Protein 2 (ENSG00000137693) has sequence MDPGQQPPPQPAPQGQGQPPSQPPQGQGPPSGPGQPAPAATQAAPQAPPAGHQIVHVRGDSETDLEALFNAVMNPKTANVPQTVPMRLRKLPDSFFKPPEPKSHSRQASTDAGTAGALTPQHVRAHSSPASLQLGAVSPGTLTPTGVVSGPAATPTAQHLRQSSFEIPDDVPLPAGWEMAKTSSGQRYFLNHIDQTTTWQDPRKAMLSQMNVTAPTSPPVQQNMMNSASGPLPDGWEQAMTQDGEIYYINHKNKTTSWLDPRLDPRFAMNQRISQSAPVKQPPPLAPQSPQGGVMGGSNS.... Result: 0 (the proteins do not interact). (5) Protein 1 (ENSG00000064199) has sequence MSIPFSNTHYRIPQGFGNLLEGLTREILREQPDNIPAFAAAYFESLLEKREKTNFDPAEWGSKVEDRFYNNHAFEEQEPPEKSDPKQEESQISGKEEETSVTILDSSEEDKEKEEVAAVKIQAAFRGHIAREEAKKMKTNSLQNEEKEENK*. Protein 2 (ENSG00000196465) has sequence MPPKKDVPVKKPAGPSISKPAAKPAAAGAMPPKKDVPVKKPAGPSISKPAAKPAAAGAPPAKTKAEPAVPQAPQKTQEPPVDLSKVVIEFNKDQLEEFKEAFELFDRVGDGKILYSQCGDVMRALGQNPTNAEVLKVLGNPKSDELKSRRVDFETFLPMLQAVAKNRGQGTYEDYLEGFRVFDKEGNGKVMGAELRHVLTTLGEKMTEEEVETVLAGHEDSNGCINYEAFLKHILSV*MPPKKDVPVKKPAGPSISKPAAKPAAAGAPPAKTKAEPAVPQAPQKTQEPPVDLSKVVIEFN.... Result: 1 (the proteins interact). (6) Protein 1 (ENSG00000186049) has sequence MSRQFTYKSGAAAKGGFSGCSAVLSGGSSSSYRAGGKGLSGGFSSRSLYSLGGARSISFNVASGSGWAGGYGFGRGRASGFAGSMFGSVALGSVCPSLCPPGGIHQVTINKSLLAPLNVELDPEIQKVRAQEREQIKVLNNKFASFIDKVRFLEQQNQVLETKWELLQQLDLNNCKNNLEPILEGYISNLRKQLETLSGDRVRLDSELRSVREVVEDYKKRYEEEINKRTTAENEFVVLKKDVDAAYTSKVELQAKVDALDGEIKFFKCLYEGETAQIQSHISDTSIILSMDNNRNLDLD.... Protein 2 (ENSG00000122359) has sequence MPPIGLDNVATYAGQFNQDYLSGMAANMSGTFGGANMPNLYPGAPGAGYPPVPPGGFGQPPSAQQPVPPYGMYPPPGGNPPSRMPSYPPYPGAPVPGQPMPPPGQQPPGAYPGQPPVTYPGQPPVPLPGQQQPVPSYPGYPGSGTVTPAVPPTQFGSRGTITDAPGFDPLRDAEVLRKAMKGFGTDEQAIIDCLGSRSNKQRQQILLSFKTAYGKDLIKDLKSELSGNFEKTILALMKTPVLFDIYEIKEAIKGVGTDEACLIEILASRSNEHIRELNRAYKAEFKKTLEEAIRSDTSGH.... Result: 0 (the proteins do not interact). (7) Protein 1 (ENSG00000144057) has sequence MKPHLKQWRQRMLFGIFAWGLLFLLIFIYFTDSNPAEPVPSSLSFLETRRLLPVQGKQRAIMGAAHEPSPPGGLDARQALPRAHPAGSFHAGPGDLQKWAQSQDGFEHKEFFSSQVGRKSQSAFYPEDDDYFFAAGQPGWHSHTQGTLGFPSPGEPGPREGAFPAAQVQRRRVKKRHRRQRRSHVLEEGDDGDRLYSSMSRAFLYRLWKGNVSSKMLNPRLQKAMKDYLTANKHGVRFRGKREAGLSRAQLLCQLRSRARVRTLDGTEAPFSALGWRRLVPAVPLSQLHPRGLRSCAVVM.... Result: 0 (the proteins do not interact). Protein 2 (ENSG00000117222) has sequence MNLELLESFGQNYPEEADGTLDCISMALTCTFNRWGTLLAVGCNDGRIVIWDFLTRGIAKIISAHIHPVCSLCWSRDGHKLVSASTDNIVSQWDVLSGDCDQRFRFPSPILKVQYHPRDQNKVLVCPMKSAPVMLTLSDSKHVVLPVDDDSDLNVVASFDRRGEYIYTGNAKGKILVLKTDSQDLVASFRVTTGTSNTTAIKSIEFARKGSCFLINTADRIIRVYDGREILTCGRDGEPEPMQKLQDLVNRTPWKKCCFSGDGEYIVAGSARQHALYIWEKSIGNLVKILHGTRGELLLD....